Dataset: Full USPTO retrosynthesis dataset with 1.9M reactions from patents (1976-2016). Task: Predict the reactants needed to synthesize the given product. (1) Given the product [Cl:14][C:15]1[CH:36]=[CH:35][C:18]([O:19][CH2:20][CH2:21][CH2:22][CH2:23][CH2:24][O:25][C:26]2[CH:34]=[CH:33][CH:32]=[C:31]3[C:27]=2[CH2:28][CH2:29][N:30]3[C:11]([NH:12][C:1](=[O:8])[C:2]2[CH:7]=[CH:6][CH:5]=[CH:4][CH:3]=2)=[S:10])=[CH:17][CH:16]=1, predict the reactants needed to synthesize it. The reactants are: [C:1](Cl)(=[O:8])[C:2]1[CH:7]=[CH:6][CH:5]=[CH:4][CH:3]=1.[S-:10][C:11]#[N:12].[NH4+].[Cl:14][C:15]1[CH:36]=[CH:35][C:18]([O:19][CH2:20][CH2:21][CH2:22][CH2:23][CH2:24][O:25][C:26]2[CH:34]=[CH:33][CH:32]=[C:31]3[C:27]=2[CH2:28][CH2:29][NH:30]3)=[CH:17][CH:16]=1. (2) Given the product [C:1]([C:5]1[CH:6]=[CH:7][C:8]([O:9][CH2:10][C@H:11]2[O:12][C:17]3=[N:21][C:20]4[CH:22]=[CH:23][CH:24]=[CH:25][C:19]=4[N:18]3[CH2:13]2)=[CH:14][CH:15]=1)([CH3:2])([CH3:3])[CH3:4], predict the reactants needed to synthesize it. The reactants are: [C:1]([C:5]1[CH:15]=[CH:14][C:8]([O:9][CH2:10][C@@H:11]2[CH2:13][O:12]2)=[CH:7][CH:6]=1)([CH3:4])([CH3:3])[CH3:2].Cl[C:17]1[NH:18][C:19]2[CH:25]=[CH:24][CH:23]=[CH:22][C:20]=2[N:21]=1.C(=O)([O-])[O-].[Cs+].[Cs+]. (3) Given the product [F:1][C:2]1[CH:7]=[CH:6][C:5]([C:8]2[C:12]([C:13]3[CH:18]=[CH:17][N:16]=[CH:15][N:14]=3)=[C:11]([CH:19]3[CH2:24][CH2:23][N:22]([C:42](=[O:41])[CH2:43][OH:44])[CH2:21][CH2:20]3)[NH:10][N:9]=2)=[CH:4][C:3]=1[C:25]([F:26])([F:28])[F:27], predict the reactants needed to synthesize it. The reactants are: [F:1][C:2]1[CH:7]=[CH:6][C:5]([C:8]2[C:12]([C:13]3[CH:18]=[CH:17][N:16]=[CH:15][N:14]=3)=[C:11]([CH:19]3[CH2:24][CH2:23][NH:22][CH2:21][CH2:20]3)[NH:10][N:9]=2)=[CH:4][C:3]=1[C:25]([F:28])([F:27])[F:26].CCN(C(C)C)C(C)C.C([O:41][CH2:42][C:43](Cl)=[O:44])(=O)C.[OH-].[Na+]. (4) Given the product [Cl:1][C:2]1[CH:10]=[CH:9][CH:8]=[C:7]2[C:3]=1[C:4]([C:39]([C:38]1[CH:42]=[CH:43][C:35]([Br:34])=[CH:36][CH:37]=1)=[O:40])=[CH:5][N:6]2[C@@H:11]1[O:28][C@H:27]([CH2:29][O:30][C:31](=[O:33])[CH3:32])[C@@H:22]([O:23][C:24](=[O:26])[CH3:25])[C@H:17]([O:18][C:19](=[O:21])[CH3:20])[C@H:12]1[O:13][C:14](=[O:16])[CH3:15], predict the reactants needed to synthesize it. The reactants are: [Cl:1][C:2]1[CH:10]=[CH:9][CH:8]=[C:7]2[C:3]=1[CH:4]=[CH:5][N:6]2[C@@H:11]1[O:28][C@H:27]([CH2:29][O:30][C:31](=[O:33])[CH3:32])[C@@H:22]([O:23][C:24](=[O:26])[CH3:25])[C@H:17]([O:18][C:19](=[O:21])[CH3:20])[C@H:12]1[O:13][C:14](=[O:16])[CH3:15].[Br:34][C:35]1[CH:43]=[CH:42][C:38]([C:39](Cl)=[O:40])=[CH:37][CH:36]=1. (5) Given the product [Cl:77][C:75]1[CH:76]=[C:71]([C:49]2([C:48]([F:81])([F:47])[F:82])[CH2:50][C:51]([C:52]3[CH:53]=[CH:54][C:55]([C@@H:58]([N:60]4[C:68](=[O:69])[C:67]5[C:62](=[CH:63][CH:64]=[CH:65][CH:66]=5)[C:61]4=[O:70])[CH3:59])=[CH:56][CH:57]=3)=[CH:3][O:80]2)[CH:72]=[C:73]([Cl:79])[C:74]=1[Cl:78], predict the reactants needed to synthesize it. The reactants are: P(OC1C=CC(C(C)(C)C)=CC=1C(C)(C)C)(OC1C=CC(C(C)(C)C)=CC=1C(C)(C)C)O[C:3]1C=CC(C(C)(C)C)=CC=1C(C)(C)C.[F:47][C:48]([F:82])([F:81])[C:49]([OH:80])([C:71]1[CH:76]=[C:75]([Cl:77])[C:74]([Cl:78])=[C:73]([Cl:79])[CH:72]=1)/[CH:50]=[CH:51]/[C:52]1[CH:57]=[CH:56][C:55]([C@@H:58]([N:60]2[C:68](=[O:69])[C:67]3[C:62](=[CH:63][CH:64]=[CH:65][CH:66]=3)[C:61]2=[O:70])[CH3:59])=[CH:54][CH:53]=1.[H][H].CC1C=CC(S(O)(=O)=O)=CC=1. (6) Given the product [Cl:1][C:2]1[CH:3]=[N:4][C:5]2[N:6]([N:8]=[C:9]([C:11]([N:27]3[CH2:26][CH2:25][C:24]4[C:29](=[CH:30][CH:31]=[C:22]([C:21]5[C:16]([O:15][CH3:14])=[N:17][CH:18]=[CH:19][CH:20]=5)[CH:23]=4)[CH:28]3[CH3:32])=[O:13])[CH:10]=2)[CH:7]=1, predict the reactants needed to synthesize it. The reactants are: [Cl:1][C:2]1[CH:3]=[N:4][C:5]2[N:6]([N:8]=[C:9]([C:11]([OH:13])=O)[CH:10]=2)[CH:7]=1.[CH3:14][O:15][C:16]1[C:21]([C:22]2[CH:23]=[C:24]3[C:29](=[CH:30][CH:31]=2)[CH:28]([CH3:32])[NH:27][CH2:26][CH2:25]3)=[CH:20][CH:19]=[CH:18][N:17]=1. (7) Given the product [N:1]1([C:7]2[CH:12]=[CH:11][N:10]=[C:9]([NH:13][C:14]3[S:15][C:16]([C:19]4[CH:20]=[N:21][CH:22]=[C:23]([CH:27]=4)[C:24]([NH:31][CH2:30][C:71]([F:73])([F:72])[F:70])=[O:25])=[CH:17][N:18]=3)[CH:8]=2)[CH2:6][CH2:5][O:4][CH2:3][CH2:2]1, predict the reactants needed to synthesize it. The reactants are: [N:1]1([C:7]2[CH:12]=[CH:11][N:10]=[C:9]([NH:13][C:14]3[S:15][C:16]([C:19]4[CH:20]=[N:21][CH:22]=[C:23]([CH:27]=4)[C:24](O)=[O:25])=[CH:17][N:18]=3)[CH:8]=2)[CH2:6][CH2:5][O:4][CH2:3][CH2:2]1.C1C[N:31]([P+](ON2N=NC3C=CC=CC2=3)(N2CCCC2)N2CCCC2)[CH2:30]C1.F[P-](F)(F)(F)(F)F.CCN(C(C)C)C(C)C.[F:70][C:71](N)([F:73])[F:72].